From a dataset of NCI-60 drug combinations with 297,098 pairs across 59 cell lines. Regression. Given two drug SMILES strings and cell line genomic features, predict the synergy score measuring deviation from expected non-interaction effect. (1) Drug 2: C1=CC(=CC=C1CC(C(=O)O)N)N(CCCl)CCCl.Cl. Cell line: SK-MEL-5. Drug 1: CC12CCC3C(C1CCC2=O)CC(=C)C4=CC(=O)C=CC34C. Synergy scores: CSS=28.2, Synergy_ZIP=4.20, Synergy_Bliss=6.01, Synergy_Loewe=-9.64, Synergy_HSA=2.89. (2) Drug 1: C1C(C(OC1N2C=NC3=C(N=C(N=C32)Cl)N)CO)O. Drug 2: CC1=C(C(=CC=C1)Cl)NC(=O)C2=CN=C(S2)NC3=CC(=NC(=N3)C)N4CCN(CC4)CCO. Cell line: ACHN. Synergy scores: CSS=34.2, Synergy_ZIP=-2.57, Synergy_Bliss=-0.466, Synergy_Loewe=-9.24, Synergy_HSA=-0.226.